This data is from Forward reaction prediction with 1.9M reactions from USPTO patents (1976-2016). The task is: Predict the product of the given reaction. (1) The product is: [CH2:12]([O:13][C:8]1[CH:16]=[CH:15][C:11]([C:12]([N:34]2[CH2:39][CH2:38][CH2:37][CH2:36][CH2:35]2)=[O:13])=[CH:10][C:9]=1[C:17]([NH:19][C:20]1[CH:25]=[C:24]([C:26]([F:28])([F:27])[F:29])[CH:23]=[C:22]([C:30]([F:31])([F:32])[F:33])[CH:21]=1)=[O:18])[C:11]1[CH:15]=[CH:16][CH:8]=[CH:9][CH:10]=1. Given the reactants C([C:8]1[CH:16]=[CH:15][C:11]([C:12](O)=[O:13])=[CH:10][C:9]=1[C:17]([NH:19][C:20]1[CH:25]=[C:24]([C:26]([F:29])([F:28])[F:27])[CH:23]=[C:22]([C:30]([F:33])([F:32])[F:31])[CH:21]=1)=[O:18])C1C=CC=CC=1.[NH:34]1[CH2:39][CH2:38][CH2:37][CH2:36][CH2:35]1, predict the reaction product. (2) Given the reactants [Cl:1][C:2]1[CH:32]=[C:31]([Cl:33])[CH:30]=[CH:29][C:3]=1[C:4]([C:6]1[CH:11]=[CH:10][CH:9]=[CH:8][C:7]=1[NH:12][S:13]([C:16]1[CH:28]=[CH:27][C:19]([C:20]([NH:22][CH2:23][C:24](O)=[O:25])=[O:21])=[CH:18][CH:17]=1)(=[O:15])=[O:14])=[O:5].C(OC([N:41]1[CH2:46][CH2:45][CH:44]([CH2:47][CH2:48][NH2:49])[CH2:43][CH2:42]1)=O)(C)(C)C, predict the reaction product. The product is: [ClH:1].[Cl:1][C:2]1[CH:32]=[C:31]([Cl:33])[CH:30]=[CH:29][C:3]=1[C:4]([C:6]1[CH:11]=[CH:10][CH:9]=[CH:8][C:7]=1[NH:12][S:13]([C:16]1[CH:17]=[CH:18][C:19]([C:20]([NH:22][CH2:23][C:24](=[O:25])[NH:49][CH2:48][CH2:47][CH:44]2[CH2:45][CH2:46][NH:41][CH2:42][CH2:43]2)=[O:21])=[CH:27][CH:28]=1)(=[O:14])=[O:15])=[O:5]. (3) Given the reactants [CH3:1][C:2]([S@:5](/[N:7]=[C:8](/[CH:10]1[CH2:15][CH2:14][O:13][CH2:12][CH2:11]1)\[CH3:9])=[O:6])([CH3:4])[CH3:3].CO.[BH4-].[Na+], predict the reaction product. The product is: [CH3:1][C:2]([S@:5]([NH:7][CH:8]([CH:10]1[CH2:15][CH2:14][O:13][CH2:12][CH2:11]1)[CH3:9])=[O:6])([CH3:3])[CH3:4]. (4) The product is: [CH2:1]([C:5]1[C:9](/[CH:10]=[CH:11]/[C:12]2[S:13][C:14]([C:18]([N:33]3[CH2:34][C:31]4([CH2:28][O:29][CH2:30]4)[CH2:32]3)=[O:20])=[C:15]([CH3:17])[N:16]=2)=[C:8]([CH3:21])[O:7][N:6]=1)[CH2:2][CH2:3][CH3:4]. Given the reactants [CH2:1]([C:5]1[C:9](/[CH:10]=[CH:11]/[C:12]2[S:13][C:14]([C:18]([OH:20])=O)=[C:15]([CH3:17])[N:16]=2)=[C:8]([CH3:21])[O:7][N:6]=1)[CH2:2][CH2:3][CH3:4].C([O-])(=O)C([O-])=O.[CH2:28]1[C:31]2([CH2:34][NH2+:33][CH2:32]2)[CH2:30][O:29]1.[CH2:28]1[C:31]2([CH2:34][NH2+:33][CH2:32]2)[CH2:30][O:29]1, predict the reaction product. (5) Given the reactants I[C:2]1[CH:7]=[CH:6][CH:5]=[C:4]([CH3:8])[CH:3]=1.[NH:9]1[C:17]2[C:12](=[C:13]([CH2:18][N:19]3[CH2:24][CH2:23][CH:22]([C:25]4[CH:26]=[C:27]([NH:31][C:32](=[O:36])[CH:33]([CH3:35])[CH3:34])[CH:28]=[CH:29][CH:30]=4)[CH2:21][CH2:20]3)[CH:14]=[CH:15][CH:16]=2)[CH:11]=[CH:10]1, predict the reaction product. The product is: [CH3:35][CH:33]([CH3:34])[C:32]([NH:31][C:27]1[CH:28]=[CH:29][CH:30]=[C:25]([CH:22]2[CH2:23][CH2:24][N:19]([CH2:18][C:13]3[CH:14]=[CH:15][CH:16]=[C:17]4[C:12]=3[CH:11]=[CH:10][N:9]4[C:2]3[CH:7]=[CH:6][CH:5]=[C:4]([CH3:8])[CH:3]=3)[CH2:20][CH2:21]2)[CH:26]=1)=[O:36]. (6) Given the reactants [H-].[Na+].[C:3]([C:5]1[C:6]([OH:11])=[N:7][CH:8]=[CH:9][CH:10]=1)#[N:4].[Br-].[Li+].[Cl:14][C:15]1[CH:20]=[CH:19][C:18]([C@@H:21]2[O:27][CH2:26][CH2:25][N:24]([C:28]([O:30][C:31]([CH3:34])([CH3:33])[CH3:32])=[O:29])[CH2:23][C@H:22]2[CH2:35]OS(C)(=O)=O)=[CH:17][C:16]=1[F:41], predict the reaction product. The product is: [Cl:14][C:15]1[CH:20]=[CH:19][C:18]([C@@H:21]2[O:27][CH2:26][CH2:25][N:24]([C:28]([O:30][C:31]([CH3:33])([CH3:32])[CH3:34])=[O:29])[CH2:23][C@H:22]2[CH2:35][N:7]2[CH:8]=[CH:9][CH:10]=[C:5]([C:3]#[N:4])[C:6]2=[O:11])=[CH:17][C:16]=1[F:41]. (7) Given the reactants [N+:1]([C:4]1[CH:12]=[CH:11][C:7]([C:8](Cl)=[O:9])=[CH:6][CH:5]=1)([O-:3])=[O:2].[N:13]1([CH2:18][CH2:19][CH2:20][CH2:21][C:22]2[CH:35]=[CH:34][C:25]([O:26][CH2:27][C:28]3[N:29]=[C:30]([NH2:33])[S:31][CH:32]=3)=[CH:24][CH:23]=2)[CH:17]=[CH:16][N:15]=[N:14]1.CN1CCCCC1, predict the reaction product. The product is: [N+:1]([C:4]1[CH:12]=[CH:11][C:7]([C:8]([NH:33][C:30]2[S:31][CH:32]=[C:28]([CH2:27][O:26][C:25]3[CH:24]=[CH:23][C:22]([CH2:21][CH2:20][CH2:19][CH2:18][N:13]4[CH:17]=[CH:16][N:15]=[N:14]4)=[CH:35][CH:34]=3)[N:29]=2)=[O:9])=[CH:6][CH:5]=1)([O-:3])=[O:2]. (8) Given the reactants [Cl:1][C:2]1[CH:3]=[C:4]([N:10]2[C:14]([CH2:15][CH3:16])=[C:13]([CH2:17][C:18]3[CH:26]=[CH:25][C:21]([C:22]([OH:24])=O)=[CH:20][CH:19]=3)[C:12]([CH2:27][CH3:28])=[N:11]2)[CH:5]=[CH:6][C:7]=1[C:8]#[N:9].[NH4+].O[N:31]1C2C=CC=CC=2N=N1.Cl.CN(C)CCCN=C=NCC.Cl, predict the reaction product. The product is: [Cl:1][C:2]1[CH:3]=[C:4]([N:10]2[C:14]([CH2:15][CH3:16])=[C:13]([CH2:17][C:18]3[CH:19]=[CH:20][C:21]([C:22]([NH2:31])=[O:24])=[CH:25][CH:26]=3)[C:12]([CH2:27][CH3:28])=[N:11]2)[CH:5]=[CH:6][C:7]=1[C:8]#[N:9]. (9) The product is: [CH3:27][O:26][CH2:25][O:24][C:20]1[CH:21]=[CH:22][CH:23]=[C:16]([O:15][CH2:2][C:3]2[C:4]([N:9]3[CH2:14][CH2:13][O:12][CH2:11][CH2:10]3)=[N:5][CH:6]=[CH:7][CH:8]=2)[C:17]=1[CH:18]=[O:19]. Given the reactants Cl[CH2:2][C:3]1[C:4]([N:9]2[CH2:14][CH2:13][O:12][CH2:11][CH2:10]2)=[N:5][CH:6]=[CH:7][CH:8]=1.[OH:15][C:16]1[CH:23]=[CH:22][CH:21]=[C:20]([O:24][CH2:25][O:26][CH3:27])[C:17]=1[CH:18]=[O:19].C(=O)([O-])[O-].[K+].[K+], predict the reaction product.